The task is: Regression/Classification. Given a drug SMILES string, predict its absorption, distribution, metabolism, or excretion properties. Task type varies by dataset: regression for continuous measurements (e.g., permeability, clearance, half-life) or binary classification for categorical outcomes (e.g., BBB penetration, CYP inhibition). Dataset: cyp2c19_veith.. This data is from CYP2C19 inhibition data for predicting drug metabolism from PubChem BioAssay. (1) The drug is COc1ccc(-c2cc(C(F)(F)F)nc(N3CCOCC3)n2)cc1OC. The result is 1 (inhibitor). (2) The drug is Cc1ccnn2cc3c(=O)n(C)c(=O)n(C)c3c12. The result is 0 (non-inhibitor).